Dataset: Rat liver microsome stability data. Task: Regression/Classification. Given a drug SMILES string, predict its absorption, distribution, metabolism, or excretion properties. Task type varies by dataset: regression for continuous measurements (e.g., permeability, clearance, half-life) or binary classification for categorical outcomes (e.g., BBB penetration, CYP inhibition). Dataset: rlm. (1) The compound is O=C1c2ccccc2-n2c1nc1ccccc1c2=O. The result is 1 (stable in rat liver microsomes). (2) The molecule is N#Cc1cccc(OC2CCN(C(=O)NCc3ccc(Cl)cc3Cl)CC2)c1. The result is 1 (stable in rat liver microsomes). (3) The molecule is CCCCCCCCn1cc(CC(N)=O)c2cc(-c3cccc(C)c3)ccc21. The result is 0 (unstable in rat liver microsomes). (4) The molecule is CNC(=O)c1c(-c2ccc(F)cc2)oc2nc(NCC(F)(F)F)c(-c3cccc(C(=O)NC4(c5ccccc5)CC4)c3)cc12. The result is 1 (stable in rat liver microsomes). (5) The drug is CC[C@H](CO)Nc1nc(NCc2ccccc2)c2ncn(C(C)C)c2n1. The result is 1 (stable in rat liver microsomes). (6) The molecule is CC(C)(C)c1ccc(-c2nc3c(N4CCN(Cc5ccc6[nH]c(=O)c(=O)n(Cc7cccnc7)c6c5)CC4)cccc3[nH]2)cc1. The result is 1 (stable in rat liver microsomes). (7) The drug is O=C(Nc1ccc(S(=O)(=O)Nc2nccs2)cc1)c1ccnc2ccccc12. The result is 0 (unstable in rat liver microsomes).